Dataset: Catalyst prediction with 721,799 reactions and 888 catalyst types from USPTO. Task: Predict which catalyst facilitates the given reaction. (1) Reactant: [CH3:1][C:2]1[C:6]([C:7]([OH:9])=O)=[C:5]([CH3:10])[O:4][N:3]=1.CCN=C=NCCCN(C)C.Cl.C1C=CC2N(O)N=NC=2C=1.C(N(CC)C(C)C)(C)C.Cl.[CH3:43][C:44]1[C:52]2[C:51]([N:53]3[CH2:58][CH2:57][CH:56]([NH2:59])[CH2:55][CH2:54]3)=[N:50][CH:49]=[N:48][C:47]=2[NH:46][CH:45]=1. Product: [CH3:1][C:2]1[C:6]([C:7]([NH:59][CH:56]2[CH2:55][CH2:54][N:53]([C:51]3[C:52]4[C:44]([CH3:43])=[CH:45][NH:46][C:47]=4[N:48]=[CH:49][N:50]=3)[CH2:58][CH2:57]2)=[O:9])=[C:5]([CH3:10])[O:4][N:3]=1. The catalyst class is: 9. (2) Product: [OH:1][C@H:2]([C@H:4]([N:14]1[CH:18]=[C:17]([C:19]([NH2:21])=[O:20])[N:16]=[CH:15]1)[CH2:5][CH2:6][C:7]1[CH:12]=[CH:11][CH:10]=[CH:9][C:8]=1[O:13][CH2:23][CH2:24][CH2:25][CH2:26][CH2:27][CH2:28][N:29]1[C:33](=[O:34])[C:32]2=[CH:35][CH:36]=[CH:37][CH:38]=[C:31]2[C:30]1=[O:39])[CH3:3]. Reactant: [OH:1][C@H:2]([C@H:4]([N:14]1[CH:18]=[C:17]([C:19]([NH2:21])=[O:20])[N:16]=[CH:15]1)[CH2:5][CH2:6][C:7]1[CH:12]=[CH:11][CH:10]=[CH:9][C:8]=1[OH:13])[CH3:3].Br[CH2:23][CH2:24][CH2:25][CH2:26][CH2:27][CH2:28][N:29]1[C:33](=[O:34])[C:32]2=[CH:35][CH:36]=[CH:37][CH:38]=[C:31]2[C:30]1=[O:39].C(=O)([O-])[O-].[K+].[K+]. The catalyst class is: 42. (3) Reactant: [F:1][C:2]1[C:7]([C:8]2[C:9]([O:16]C)=[N:10][C:11]([O:14]C)=[N:12][CH:13]=2)=[CH:6][C:5]([CH3:18])=[CH:4][N:3]=1.[ClH:19]. Product: [ClH:19].[F:1][C:2]1[C:7]([C:8]2[C:9](=[O:16])[NH:10][C:11](=[O:14])[NH:12][CH:13]=2)=[CH:6][C:5]([CH3:18])=[CH:4][N:3]=1. The catalyst class is: 12. (4) Reactant: [CH:1]1([N:6]2[C:15]3[N:14]=[C:13]([NH:16][C:17]4[CH:25]=[CH:24][C:20]([C:21](O)=[O:22])=[CH:19][C:18]=4[O:26][CH3:27])[N:12]=[CH:11][C:10]=3[N:9]=[C:8]([CH3:28])[C:7]2=[O:29])[CH2:5][CH2:4][CH2:3][CH2:2]1.[CH2:30]([N:32]([CH2:35][CH3:36])[CH2:33][CH3:34])C.[N:37]1(OC(N(C)C)=[N+](C)C)[C:41]2C=CC=CC=2N=N1.F[B-](F)(F)F.CN1CCCCC1. Product: [CH:1]1([N:6]2[C:15]3[N:14]=[C:13]([NH:16][C:17]4[CH:25]=[CH:24][C:20]([C:21]([NH:37][CH:41]5[CH2:36][CH2:35][N:32]([CH3:30])[CH2:33][CH2:34]5)=[O:22])=[CH:19][C:18]=4[O:26][CH3:27])[N:12]=[CH:11][C:10]=3[N:9]=[C:8]([CH3:28])[C:7]2=[O:29])[CH2:2][CH2:3][CH2:4][CH2:5]1. The catalyst class is: 4. (5) Reactant: [CH2:1]1[C:6]2([CH2:11][CH2:10][CH2:9][CH2:8][CH2:7]2)[CH2:5][CH2:4][CH:3]=[C:2]1[CH2:12][O:13][C:14]1[CH:19]=[CH:18][C:17]([C@@H:20]([C:25]#[C:26][CH3:27])[CH2:21][C:22]([OH:24])=[O:23])=[CH:16][CH:15]=1.[OH-].[Na+:29]. Product: [Na+:29].[CH2:1]1[C:6]2([CH2:7][CH2:8][CH2:9][CH2:10][CH2:11]2)[CH2:5][CH2:4][CH:3]=[C:2]1[CH2:12][O:13][C:14]1[CH:19]=[CH:18][C:17]([C@@H:20]([C:25]#[C:26][CH3:27])[CH2:21][C:22]([O-:24])=[O:23])=[CH:16][CH:15]=1. The catalyst class is: 8. (6) Reactant: [C:1]1([OH:12])[C:10]2[C:5](=[CH:6][CH:7]=[C:8](O)[CH:9]=2)[CH:4]=[CH:3][CH:2]=1.[CH2:13]([N:20]1[CH2:25][CH2:24][NH:23][CH2:22][CH2:21]1)[C:14]1[CH:19]=[CH:18][CH:17]=[CH:16][CH:15]=1.S(OS([O-])=O)([O-])=O.[Na+].[Na+]. Product: [CH2:13]([N:20]1[CH2:25][CH2:24][N:23]([C:8]2[CH:9]=[C:10]3[C:5]([CH:4]=[CH:3][CH:2]=[C:1]3[OH:12])=[CH:6][CH:7]=2)[CH2:22][CH2:21]1)[C:14]1[CH:15]=[CH:16][CH:17]=[CH:18][CH:19]=1. The catalyst class is: 6. (7) Reactant: [NH2:1][C:2]1[CH:3]=[C:4]2[C:8](=[CH:9][CH:10]=1)[N:7]([CH2:11][CH2:12][CH3:13])[C:6](=[O:14])[CH2:5]2.[C:15]([O:19][C:20](=[O:26])[NH:21][CH2:22][C@H:23]1[CH2:25][O:24]1)([CH3:18])([CH3:17])[CH3:16].FC(F)(F)S([O-])(=O)=O.[Li+]. Product: [C:15]([O:19][C:20](=[O:26])[NH:21][CH2:22][C@H:23]([OH:24])[CH2:25][NH:1][C:2]1[CH:3]=[C:4]2[C:8](=[CH:9][CH:10]=1)[N:7]([CH2:11][CH2:12][CH3:13])[C:6](=[O:14])[CH2:5]2)([CH3:17])([CH3:16])[CH3:18]. The catalyst class is: 115. (8) Reactant: [NH2:1][C:2]1[CH:24]=[CH:23][C:5]2[CH2:6][CH:7]([CH3:22])[N:8]([C:18]([NH:20][CH3:21])=[O:19])[N:9]=[C:10]([C:11]3[CH:16]=[CH:15][C:14]([Cl:17])=[CH:13][CH:12]=3)[C:4]=2[CH:3]=1.C(N(CC)CC)C.[C:32](Cl)(=[O:34])[CH3:33].O. Product: [C:32]([NH:1][C:2]1[CH:24]=[CH:23][C:5]2[CH2:6][CH:7]([CH3:22])[N:8]([C:18]([NH:20][CH3:21])=[O:19])[N:9]=[C:10]([C:11]3[CH:12]=[CH:13][C:14]([Cl:17])=[CH:15][CH:16]=3)[C:4]=2[CH:3]=1)(=[O:34])[CH3:33]. The catalyst class is: 4. (9) Reactant: [NH2:1][C:2]1[O:3][CH2:4][C@@:5]2([N:21]=1)[C:18]1[CH:17]=[C:16](Br)[CH:15]=[CH:14][C:13]=1[O:12][C:11]1[C:6]2=[CH:7][C:8]([OH:20])=[CH:9][CH:10]=1.C1(P(C2CCCCC2)C2C=CC=CC=2C2C(N(C)C)=CC=CC=2)CCCCC1.[CH3:50][C:51]1([CH3:57])[O:56][CH2:55][CH2:54][NH:53][CH2:52]1.[Li+].C[Si]([N-][Si](C)(C)C)(C)C. Product: [NH2:1][C:2]1[O:3][CH2:4][C@@:5]2([N:21]=1)[C:18]1[CH:17]=[C:16]([N:53]3[CH2:54][CH2:55][O:56][C:51]([CH3:57])([CH3:50])[CH2:52]3)[CH:15]=[CH:14][C:13]=1[O:12][C:11]1[C:6]2=[CH:7][C:8]([OH:20])=[CH:9][CH:10]=1. The catalyst class is: 110. (10) Reactant: Cl.[CH3:2][C:3]1([CH3:21])[C:7]([CH3:9])([CH3:8])[O:6][B:5]([C:10]2[CH:11]=[N:12][N:13]([CH:15]3[CH2:20][CH2:19][NH:18][CH2:17][CH2:16]3)[CH:14]=2)[O:4]1.Br[CH2:23][CH2:24][O:25][Si:26]([C:29]([CH3:32])([CH3:31])[CH3:30])([CH3:28])[CH3:27].C(=O)([O-])[O-].[Cs+].[Cs+]. Product: [Si:26]([O:25][CH2:24][CH2:23][N:18]1[CH2:19][CH2:20][CH:15]([N:13]2[CH:14]=[C:10]([B:5]3[O:6][C:7]([CH3:8])([CH3:9])[C:3]([CH3:21])([CH3:2])[O:4]3)[CH:11]=[N:12]2)[CH2:16][CH2:17]1)([C:29]([CH3:32])([CH3:31])[CH3:30])([CH3:28])[CH3:27]. The catalyst class is: 115.